From a dataset of Forward reaction prediction with 1.9M reactions from USPTO patents (1976-2016). Predict the product of the given reaction. Given the reactants [H-].[Na+].[F:3][C:4]([F:19])([F:18])[C:5]1[CH:17]=[CH:16][C:8]2[N:9]=[C:10]([C:12]([O:14][CH3:15])=[O:13])[NH:11][C:7]=2[CH:6]=1.[CH3:20]N(C=O)C.CI, predict the reaction product. The product is: [CH3:20][N:9]1[C:8]2[CH:16]=[CH:17][C:5]([C:4]([F:3])([F:18])[F:19])=[CH:6][C:7]=2[N:11]=[C:10]1[C:12]([O:14][CH3:15])=[O:13].